This data is from Reaction yield outcomes from USPTO patents with 853,638 reactions. The task is: Predict the reaction yield, written as a fraction of the theoretical maximum amount of product (1.0 means a 100% yield; for example, 0.34 means a 34% yield). (1) The reactants are [C:1]([O:5][C:6]([N:8]([CH2:13][C:14]1[CH:15]=[CH:16][C:17]([C:20]2[S:28][C:27]3[C:22](=[N:23][CH:24]=[CH:25][C:26]=3[O:29][C:30]3[CH:35]=[CH:34][C:33]([NH:36][C:37](=[O:43])[CH2:38][C:39]([O:41]C)=[O:40])=[CH:32][C:31]=3[F:44])[CH:21]=2)=[N:18][CH:19]=1)[CH2:9][CH2:10][O:11][CH3:12])=[O:7])([CH3:4])([CH3:3])[CH3:2]. The catalyst is C1COCC1.O. The product is [C:1]([O:5][C:6]([N:8]([CH2:13][C:14]1[CH:15]=[CH:16][C:17]([C:20]2[S:28][C:27]3[C:22](=[N:23][CH:24]=[CH:25][C:26]=3[O:29][C:30]3[CH:35]=[CH:34][C:33]([NH:36][C:37](=[O:43])[CH2:38][C:39]([OH:41])=[O:40])=[CH:32][C:31]=3[F:44])[CH:21]=2)=[N:18][CH:19]=1)[CH2:9][CH2:10][O:11][CH3:12])=[O:7])([CH3:4])([CH3:2])[CH3:3]. The yield is 0.920. (2) The reactants are [N+:1]([C:4]1[CH:5]=[C:6]2[C:10](=[CH:11][CH:12]=1)[NH:9][CH:8]=[CH:7]2)([O-:3])=[O:2].Br[C:14]1[CH:15]=[N:16][CH:17]=[CH:18][CH:19]=1.C(=O)([O-])[O-].[K+].[K+]. The catalyst is N1C=CC=CC=1.[N+](C1C=CC=CC=1)([O-])=O.O.[Cu]Br. The product is [N+:1]([C:4]1[CH:5]=[C:6]2[C:10](=[CH:11][CH:12]=1)[N:9]([C:14]1[CH:15]=[N:16][CH:17]=[CH:18][CH:19]=1)[CH:8]=[CH:7]2)([O-:3])=[O:2]. The yield is 0.865. (3) The reactants are [S:1]1[CH:5]=[CH:4][CH:3]=[C:2]1[CH2:6][NH:7][C:8]1[S:9][CH2:10][C:11](=[O:13])[N:12]=1.[N:14]1[C:23]2[C:18](=[N:19][C:20]([CH:24]=O)=[CH:21][CH:22]=2)[CH:17]=[CH:16][CH:15]=1.C(O)(=O)C1C=CC=CC=1.N1CCCCC1. The catalyst is C1(C)C=CC=CC=1. The product is [N:19]1[C:18]2[C:23](=[N:14][CH:15]=[CH:16][CH:17]=2)[CH:22]=[CH:21][C:20]=1[CH:24]=[C:10]1[S:9][C:8]([NH:7][CH2:6][C:2]2[S:1][CH:5]=[CH:4][CH:3]=2)=[N:12][C:11]1=[O:13]. The yield is 0.349. (4) The reactants are [C:1]([O:8][CH3:9])(=[O:7])/[CH:2]=[CH:3]/[C:4]([OH:6])=[O:5].Cl[CH2:11][C:12]([NH:14][CH2:15][CH2:16]C(Cl)C(N)=O)=[O:13]. The catalyst is CN1C(=O)CCC1. The product is [C:4]([O:6][CH2:11][C:12](=[O:13])[NH:14][CH2:16][CH2:15][NH:14][C:12](=[O:13])[CH2:11][O:5][C:4](=[O:6])/[CH:3]=[CH:2]/[C:1]([O:8][CH3:9])=[O:7])(=[O:5])/[CH:3]=[CH:2]/[C:1]([O:8][CH3:9])=[O:7]. The yield is 0.960. (5) The reactants are [CH2:1]([N:4]([CH3:20])[C:5]([C:7]1[C:8]([I:19])=[C:9]([C:13]([I:18])=[C:14]([NH2:17])[C:15]=1[I:16])[C:10]([Cl:12])=[O:11])=[O:6])[CH:2]=[CH2:3].[C:21]([O:24][CH2:25][C:26](Cl)=[O:27])(=[O:23])[CH3:22]. The catalyst is CC(N(C)C)=O. The product is [CH2:1]([N:4]([CH3:20])[C:5]([C:7]1[C:15]([I:16])=[C:14]([NH:17][C:26]([CH2:25][O:24][C:21](=[O:23])[CH3:22])=[O:27])[C:13]([I:18])=[C:9]([C:10]([Cl:12])=[O:11])[C:8]=1[I:19])=[O:6])[CH:2]=[CH2:3]. The yield is 0.910. (6) The reactants are FC(F)(F)C(O)=O.[NH2:8][C:9]1[CH:14]=[CH:13][C:12]([CH:15]2[CH2:20][N:19]([CH3:21])[C:18](=[O:22])[N:17]([CH3:23])[CH2:16]2)=[CH:11][C:10]=1Br.[C:25]1(B(O)O)[CH2:30][CH2:29][CH2:28][CH2:27][CH:26]=1. No catalyst specified. The product is [NH2:8][C:9]1[CH:14]=[CH:13][C:12]([CH:15]2[CH2:20][N:19]([CH3:21])[C:18](=[O:22])[N:17]([CH3:23])[CH2:16]2)=[CH:11][C:10]=1[C:25]1[CH2:30][CH2:29][CH2:28][CH2:27][CH:26]=1. The yield is 0.380. (7) The reactants are [Br:1][C:2]1[CH:3]=[C:4]([O:24][C:25]2[C:26]([CH3:31])=[N:27][CH:28]=[CH:29][CH:30]=2)[C:5]([NH:8][C:9]2[S:13][N:12]=[C:11]([C@H:14]3[CH2:18][O:17]C4(CCCCC4)[O:15]3)[N:10]=2)=[N:6][CH:7]=1. The catalyst is CO.Cl. The product is [Br:1][C:2]1[CH:3]=[C:4]([O:24][C:25]2[C:26]([CH3:31])=[N:27][CH:28]=[CH:29][CH:30]=2)[C:5]([NH:8][C:9]2[S:13][N:12]=[C:11]([C@H:14]([OH:15])[CH2:18][OH:17])[N:10]=2)=[N:6][CH:7]=1. The yield is 0.830.